From a dataset of Reaction yield outcomes from USPTO patents with 853,638 reactions. Predict the reaction yield, written as a fraction of the theoretical maximum amount of product (1.0 means a 100% yield; for example, 0.34 means a 34% yield). (1) The reactants are [S:1]1[C:5]2[CH:6]=[C:7]([NH2:10])[CH:8]=[CH:9][C:4]=2[N:3]=[C:2]1[NH2:11].Br.C1(S[C:20]([C:22]2[S:23][CH:24]=[CH:25][CH:26]=2)=[NH:21])C=CC=CC=1. The catalyst is CCOCC. The product is [NH2:11][C:2]1[S:1][C:5]2[CH:6]=[C:7]([NH:10][C:20]([C:22]3[S:23][CH:24]=[CH:25][CH:26]=3)=[NH:21])[CH:8]=[CH:9][C:4]=2[N:3]=1. The yield is 0.940. (2) The reactants are [C:1]([O:11][C:12]([C:15]([CH2:18][CH2:19]I)([F:17])[F:16])([F:14])[F:13])([C:4]([C:7]([F:10])([F:9])[F:8])([F:6])[F:5])([F:3])[F:2].CNC=[O:24].O. The catalyst is CCOCC. The product is [C:1]([O:11][C:12]([C:15]([CH2:18][CH2:19][OH:24])([F:17])[F:16])([F:14])[F:13])([C:4]([C:7]([F:10])([F:9])[F:8])([F:6])[F:5])([F:3])[F:2]. The yield is 0.850. (3) The reactants are [CH3:1][S-:2].[Na+].Cl[C:5]1[CH:10]=[C:9]([C:11]2[CH:16]=[CH:15][CH:14]=[CH:13][CH:12]=2)[N:8]=[CH:7][N:6]=1.O. The catalyst is CN(C=O)C. The product is [CH3:1][S:2][C:5]1[CH:10]=[C:9]([C:11]2[CH:16]=[CH:15][CH:14]=[CH:13][CH:12]=2)[N:8]=[CH:7][N:6]=1. The yield is 0.870. (4) The reactants are [Cl:1][C:2]1[CH:3]=[C:4]([C:9]([N:11]2[CH2:18][CH:17]3[CH:13]([CH2:14][NH:15][CH2:16]3)[CH2:12]2)=[O:10])[CH:5]=[CH:6][C:7]=1[Cl:8].CCN([CH2:24][CH3:25])CC.[S:26](Cl)(Cl)(=[O:28])=[O:27]. The catalyst is C(Cl)Cl. The product is [Cl:1][C:2]1[CH:3]=[C:4]([C:9]([N:11]2[CH2:12][CH:13]3[CH:17]([CH2:16][N:15]([S:26]([CH:24]=[CH2:25])(=[O:28])=[O:27])[CH2:14]3)[CH2:18]2)=[O:10])[CH:5]=[CH:6][C:7]=1[Cl:8]. The yield is 0.110. (5) The reactants are C([O:8][C:9]1[CH:14]=[CH:13][C:12]([CH2:15][CH2:16][S:17]([CH3:20])(=[O:19])=[O:18])=[CH:11][C:10]=1[F:21])C1C=CC=CC=1. The catalyst is CO.[Pd]. The product is [F:21][C:10]1[CH:11]=[C:12]([CH2:15][CH2:16][S:17]([CH3:20])(=[O:18])=[O:19])[CH:13]=[CH:14][C:9]=1[OH:8]. The yield is 0.924. (6) The reactants are [O:1]1[C:9]2[C:8]([OH:10])=[CH:7][N:6]=[CH:5][C:4]=2[CH:3]=[CH:2]1.[N+:11]([O-])([OH:13])=[O:12]. No catalyst specified. The product is [N+:11]([C:7]1[N:6]=[CH:5][C:4]2[CH:3]=[CH:2][O:1][C:9]=2[C:8]=1[OH:10])([O-:13])=[O:12]. The yield is 0.260. (7) The reactants are F[C:2]1C=[CH:7][C:6]([N+:9]([O-:11])=[O:10])=[CH:5][C:3]=1N.[C:12](#[N:16])[CH2:13][C:14]#[N:15].[C:17](=O)([O-])[O-].[K+].[K+].O.[CH3:24][N:25]([CH3:28])C=O. No catalyst specified. The product is [NH2:15][C:14]1[N:25]([CH2:28][CH3:17])[C:24]2[C:2]([C:13]=1[C:12]#[N:16])=[CH:3][CH:5]=[C:6]([N+:9]([O-:11])=[O:10])[CH:7]=2. The yield is 0.520. (8) The reactants are [NH2:1][C:2]1[N:9]=[CH:8][CH:7]=[CH:6][C:3]=1[C:4]#[N:5].CO[CH:12](OC)[N:13]([CH3:15])[CH3:14]. The catalyst is C1(C)C=CC=CC=1. The product is [C:4]([C:3]1[C:2]([N:1]=[CH:12][N:13]([CH3:15])[CH3:14])=[N:9][CH:8]=[CH:7][CH:6]=1)#[N:5]. The yield is 1.00. (9) The reactants are Cl[C:2]1[N:7]=[C:6]([N:8]2[CH2:13][CH2:12][O:11][CH2:10][CH2:9]2)[N:5]=[C:4]([N:14]2[C:18]3[CH:19]=[CH:20][CH:21]=[C:22]([O:23][CH3:24])[C:17]=3[N:16]=[C:15]2[CH:25]([F:27])[F:26])[N:3]=1.[NH:28]1[CH2:33][CH2:32][CH2:31][CH:30]([CH2:34][NH:35][C:36](=[O:42])[O:37][C:38]([CH3:41])([CH3:40])[CH3:39])[CH2:29]1. No catalyst specified. The product is [F:26][CH:25]([F:27])[C:15]1[N:14]([C:4]2[N:5]=[C:6]([N:8]3[CH2:13][CH2:12][O:11][CH2:10][CH2:9]3)[N:7]=[C:2]([N:28]3[CH2:33][CH2:32][CH2:31][CH:30]([CH2:34][NH:35][C:36](=[O:42])[O:37][C:38]([CH3:40])([CH3:39])[CH3:41])[CH2:29]3)[N:3]=2)[C:18]2[CH:19]=[CH:20][CH:21]=[C:22]([O:23][CH3:24])[C:17]=2[N:16]=1. The yield is 0.830.